Dataset: Full USPTO retrosynthesis dataset with 1.9M reactions from patents (1976-2016). Task: Predict the reactants needed to synthesize the given product. (1) Given the product [O:4]1[C:8]2([CH2:13][CH2:12][CH:11]([C:14]3[N:19]=[CH:18][C:17]([C:20]4[CH:21]=[C:22]([OH:24])[NH:3][N:2]=4)=[CH:16][CH:15]=3)[CH2:10][CH2:9]2)[O:7][CH2:6][CH2:5]1, predict the reactants needed to synthesize it. The reactants are: O.[NH2:2][NH2:3].[O:4]1[C:8]2([CH2:13][CH2:12][CH:11]([C:14]3[N:19]=[CH:18][C:17]([C:20](=O)[CH2:21][C:22]([O:24]C(C)(C)C)=O)=[CH:16][CH:15]=3)[CH2:10][CH2:9]2)[O:7][CH2:6][CH2:5]1. (2) The reactants are: [S:1]1[CH:5]=[C:4]([C:6]2[CH:13]=[CH:12][C:9]([CH:10]=O)=[CH:8][CH:7]=2)[N:3]=[N:2]1.[CH3:14][CH:15]([CH3:31])[C:16]([NH:18][C:19]1[CH:24]=[CH:23][CH:22]=[C:21]([CH:25]2[CH2:30][CH2:29][NH:28][CH2:27][CH2:26]2)[CH:20]=1)=[O:17]. Given the product [CH3:14][CH:15]([CH3:31])[C:16]([NH:18][C:19]1[CH:24]=[CH:23][CH:22]=[C:21]([CH:25]2[CH2:30][CH2:29][N:28]([CH2:10][C:9]3[CH:12]=[CH:13][C:6]([C:4]4[N:3]=[N:2][S:1][CH:5]=4)=[CH:7][CH:8]=3)[CH2:27][CH2:26]2)[CH:20]=1)=[O:17], predict the reactants needed to synthesize it. (3) Given the product [OH:1][CH:2]1[CH2:3][CH2:4][N:5]([C:8]([N:10]2[CH2:15][CH:14]([C:16]3[CH:21]=[CH:20][C:19]([CH3:22])=[C:18]([C:23]([F:24])([F:26])[F:25])[CH:17]=3)[CH2:13][CH:12]([C:27]3[O:29][N:37]=[C:32]([CH2:33][CH2:34][O:35][CH3:36])[N:31]=3)[CH2:11]2)=[O:9])[CH2:6][CH2:7]1, predict the reactants needed to synthesize it. The reactants are: [OH:1][CH:2]1[CH2:7][CH2:6][N:5]([C:8]([N:10]2[CH2:15][CH:14]([C:16]3[CH:21]=[CH:20][C:19]([CH3:22])=[C:18]([C:23]([F:26])([F:25])[F:24])[CH:17]=3)[CH2:13][CH:12]([C:27]([OH:29])=O)[CH2:11]2)=[O:9])[CH2:4][CH2:3]1.O[N:31]=[C:32]([NH2:37])[CH2:33][CH2:34][O:35][CH3:36]. (4) Given the product [NH2:12][CH2:11][C@@H:10]([NH:9][C:7]([C:5]1[O:6][C:2]([Cl:1])=[C:3]([C:34]2[N:38]([CH3:39])[N:37]=[CH:36][C:35]=2[Cl:40])[CH:4]=1)=[O:8])[CH2:23][C:24]1[CH:29]=[CH:28][CH:27]=[CH:26][C:25]=1[C:30]([F:33])([F:32])[F:31], predict the reactants needed to synthesize it. The reactants are: [Cl:1][C:2]1[O:6][C:5]([C:7]([NH:9][C@@H:10]([CH2:23][C:24]2[CH:29]=[CH:28][CH:27]=[CH:26][C:25]=2[C:30]([F:33])([F:32])[F:31])[CH2:11][N:12]2C(=O)C3C(=CC=CC=3)C2=O)=[O:8])=[CH:4][C:3]=1[C:34]1[N:38]([CH3:39])[N:37]=[CH:36][C:35]=1[Cl:40].NN. (5) Given the product [C:11]([N:3]1[CH:4]=[CH:5][N:6]([C:7]([CH3:10])([CH3:9])[CH3:8])[SiH:2]1[N:16]([CH3:17])[CH3:15])([CH3:14])([CH3:13])[CH3:12], predict the reactants needed to synthesize it. The reactants are: Cl[SiH:2]1[N:6]([C:7]([CH3:10])([CH3:9])[CH3:8])[CH:5]=[CH:4][N:3]1[C:11]([CH3:14])([CH3:13])[CH3:12].[CH3:15][NH:16][CH3:17]. (6) Given the product [C:21]([N:18]1[CH2:19][CH2:20][CH:15]([C:12]2[CH:13]=[CH:14][C:9]([NH:8][C:5]3[N:4]=[C:3]([C:26]4[CH:27]=[N:28][N:29]5[CH:34]=[CH:33][CH:32]=[CH:31][C:30]=45)[C:2]([C:35]#[N:36])=[CH:7][N:6]=3)=[C:10]([O:24][CH3:25])[CH:11]=2)[CH2:16][CH2:17]1)(=[O:23])[CH3:22], predict the reactants needed to synthesize it. The reactants are: Br[C:2]1[C:3]([C:26]2[CH:27]=[N:28][N:29]3[CH:34]=[CH:33][CH:32]=[CH:31][C:30]=23)=[N:4][C:5]([NH:8][C:9]2[CH:14]=[CH:13][C:12]([CH:15]3[CH2:20][CH2:19][N:18]([C:21](=[O:23])[CH3:22])[CH2:17][CH2:16]3)=[CH:11][C:10]=2[O:24][CH3:25])=[N:6][CH:7]=1.[C:35]([Zn]C#N)#[N:36].CC1(C)C2C=CC=C(P(C3C=CC=CC=3)C3C=CC=CC=3)C=2OC2C1=CC=CC=2P(C1C=CC=CC=1)C1C=CC=CC=1. (7) Given the product [CH2:1]([C:3]1[O:4][C:5]2[CH:22]=[CH:21][CH:20]=[CH:19][C:6]=2[C:7]=1[C:8]([C:10]1[CH:15]=[CH:14][C:13]([OH:16])=[C:12]([F:18])[CH:11]=1)=[O:9])[CH3:2], predict the reactants needed to synthesize it. The reactants are: [CH2:1]([C:3]1[O:4][C:5]2[CH:22]=[CH:21][CH:20]=[CH:19][C:6]=2[C:7]=1[C:8]([C:10]1[CH:15]=[CH:14][C:13]([O:16]C)=[C:12]([F:18])[CH:11]=1)=[O:9])[CH3:2]. (8) Given the product [O:5]([CH2:23][CH2:24][N:25]([CH3:26])[C:38]([C:36]1[O:37][C:33]2[C:32]([F:43])=[C:31]([C:44]3[CH:49]=[CH:48][CH:47]=[CH:46][CH:45]=3)[C:30]([CH3:50])=[C:29]([C:27]#[N:28])[C:34]=2[N:35]=1)=[O:39])[Si:6]([C:19]([CH3:20])([CH3:21])[CH3:22])([C:13]1[CH:14]=[CH:15][CH:16]=[CH:17][CH:18]=1)[C:7]1[CH:12]=[CH:11][CH:10]=[CH:9][CH:8]=1, predict the reactants needed to synthesize it. The reactants are: C[Al](C)C.[O:5]([CH2:23][CH2:24][NH:25][CH3:26])[Si:6]([C:19]([CH3:22])([CH3:21])[CH3:20])([C:13]1[CH:18]=[CH:17][CH:16]=[CH:15][CH:14]=1)[C:7]1[CH:12]=[CH:11][CH:10]=[CH:9][CH:8]=1.[C:27]([C:29]1[C:34]2[N:35]=[C:36]([C:38](OCC)=[O:39])[O:37][C:33]=2[C:32]([F:43])=[C:31]([C:44]2[CH:49]=[CH:48][CH:47]=[CH:46][CH:45]=2)[C:30]=1[CH3:50])#[N:28].Cl. (9) Given the product [NH2:14][C:15]1[S:19][C:18]([C:20]2[C:25]([F:26])=[CH:24][CH:23]=[CH:22][C:21]=2[F:27])=[N:17][C:16]=1[C:28]([NH:6][C:4]1[CH:5]=[N:1][NH:2][CH:3]=1)=[O:29], predict the reactants needed to synthesize it. The reactants are: [NH:1]1[CH:5]=[C:4]([NH2:6])[CH:3]=[N:2]1.C(OC([NH:14][C:15]1[S:19][C:18]([C:20]2[C:25]([F:26])=[CH:24][CH:23]=[CH:22][C:21]=2[F:27])=[N:17][C:16]=1[C:28](O)=[O:29])=O)(C)(C)C.CN(C(ON1N=NC2C=CC=NC1=2)=[N+](C)C)C.F[P-](F)(F)(F)(F)F. (10) Given the product [CH3:6][CH2:5][CH2:4][CH2:3][CH2:2][CH2:1][C:8]1[CH:14]=[CH:13][C:12]([OH:19])=[CH:11][C:9]=1[OH:10], predict the reactants needed to synthesize it. The reactants are: [C:1]([C:8]1[C:14](O)=[CH:13][CH:12]=[CH:11][C:9]=1[OH:10])(=O)[CH2:2][CH2:3][CH2:4][CH2:5][CH3:6].Cl.C([OH:19])C.